Task: Regression. Given two drug SMILES strings and cell line genomic features, predict the synergy score measuring deviation from expected non-interaction effect.. Dataset: NCI-60 drug combinations with 297,098 pairs across 59 cell lines (1) Drug 1: C1CCC(C1)C(CC#N)N2C=C(C=N2)C3=C4C=CNC4=NC=N3. Drug 2: C1=C(C(=O)NC(=O)N1)F. Cell line: SNB-75. Synergy scores: CSS=17.2, Synergy_ZIP=-2.56, Synergy_Bliss=-1.29, Synergy_Loewe=-6.02, Synergy_HSA=-4.46. (2) Drug 1: C1CCC(CC1)NC(=O)N(CCCl)N=O. Drug 2: C1C(C(OC1N2C=NC3=C2NC=NCC3O)CO)O. Cell line: HT29. Synergy scores: CSS=5.96, Synergy_ZIP=-3.97, Synergy_Bliss=-3.43, Synergy_Loewe=-14.3, Synergy_HSA=-6.39. (3) Drug 1: CC=C1C(=O)NC(C(=O)OC2CC(=O)NC(C(=O)NC(CSSCCC=C2)C(=O)N1)C(C)C)C(C)C. Cell line: U251. Synergy scores: CSS=51.0, Synergy_ZIP=1.24, Synergy_Bliss=-0.0387, Synergy_Loewe=-53.2, Synergy_HSA=-1.84. Drug 2: COC1=C2C(=CC3=C1OC=C3)C=CC(=O)O2. (4) Drug 1: CCC1=CC2CC(C3=C(CN(C2)C1)C4=CC=CC=C4N3)(C5=C(C=C6C(=C5)C78CCN9C7C(C=CC9)(C(C(C8N6C)(C(=O)OC)O)OC(=O)C)CC)OC)C(=O)OC.C(C(C(=O)O)O)(C(=O)O)O. Cell line: SF-539. Synergy scores: CSS=24.0, Synergy_ZIP=-0.778, Synergy_Bliss=0.0274, Synergy_Loewe=-38.7, Synergy_HSA=0.228. Drug 2: C1=NC2=C(N=C(N=C2N1C3C(C(C(O3)CO)O)O)F)N. (5) Drug 1: CS(=O)(=O)C1=CC(=C(C=C1)C(=O)NC2=CC(=C(C=C2)Cl)C3=CC=CC=N3)Cl. Drug 2: C1=NC2=C(N1)C(=S)N=C(N2)N. Cell line: NCI-H322M. Synergy scores: CSS=35.8, Synergy_ZIP=-5.05, Synergy_Bliss=1.36, Synergy_Loewe=-15.5, Synergy_HSA=1.05. (6) Drug 1: CCC(=C(C1=CC=CC=C1)C2=CC=C(C=C2)OCCN(C)C)C3=CC=CC=C3.C(C(=O)O)C(CC(=O)O)(C(=O)O)O. Drug 2: CN(CCCl)CCCl.Cl. Synergy scores: CSS=6.02, Synergy_ZIP=-2.68, Synergy_Bliss=-1.76, Synergy_Loewe=-7.27, Synergy_HSA=-1.86. Cell line: MALME-3M.